This data is from Forward reaction prediction with 1.9M reactions from USPTO patents (1976-2016). The task is: Predict the product of the given reaction. The product is: [CH3:1][O:2][C:3]1[CH:4]=[CH:5][C:6]([C:9]2[O:13][C:12]([CH:14]3[CH2:15][CH2:16][N:17]([CH2:20][C:21]([NH:24][CH2:25][C:26]4[NH:27][C:28](=[O:36])[C:29]5[CH2:35][O:34][CH2:33][CH2:32][C:30]=5[N:31]=4)=[O:23])[CH2:18][CH2:19]3)=[N:11][N:10]=2)=[CH:7][CH:8]=1. Given the reactants [CH3:1][O:2][C:3]1[CH:8]=[CH:7][C:6]([C:9]2[O:13][C:12]([CH:14]3[CH2:19][CH2:18][N:17]([CH2:20][C:21]([OH:23])=O)[CH2:16][CH2:15]3)=[N:11][N:10]=2)=[CH:5][CH:4]=1.[NH2:24][CH2:25][C:26]1[NH:27][C:28](=[O:36])[C:29]2[CH2:35][O:34][CH2:33][CH2:32][C:30]=2[N:31]=1, predict the reaction product.